This data is from Forward reaction prediction with 1.9M reactions from USPTO patents (1976-2016). The task is: Predict the product of the given reaction. Given the reactants [F:1][C:2]1[CH:7]=[CH:6][CH:5]=[C:4]([OH:8])[C:3]=1[NH:9][C:10]([CH:12]1[CH2:17][CH:16]([C:18]2[C:19]([N:38]([CH3:43])[S:39]([CH3:42])(=[O:41])=[O:40])=[CH:20][C:21]3[O:25][C:24]([C:26]4[CH:31]=[CH:30][C:29]([F:32])=[CH:28][CH:27]=4)=[C:23]([C:33](=[O:36])[NH:34][CH3:35])[C:22]=3[CH:37]=2)[CH2:15][N:14]([CH3:44])[CH2:13]1)=O.CC1C=CC(S(O)(=O)=O)=CC=1, predict the reaction product. The product is: [F:1][C:2]1[C:3]2[N:9]=[C:10]([CH:12]3[CH2:13][N:14]([CH3:44])[CH2:15][CH:16]([C:18]4[C:19]([N:38]([CH3:43])[S:39]([CH3:42])(=[O:41])=[O:40])=[CH:20][C:21]5[O:25][C:24]([C:26]6[CH:27]=[CH:28][C:29]([F:32])=[CH:30][CH:31]=6)=[C:23]([C:33]([NH:34][CH3:35])=[O:36])[C:22]=5[CH:37]=4)[CH2:17]3)[O:8][C:4]=2[CH:5]=[CH:6][CH:7]=1.